This data is from Catalyst prediction with 721,799 reactions and 888 catalyst types from USPTO. The task is: Predict which catalyst facilitates the given reaction. (1) Reactant: CN(C)C=O.[S:6]1([C:17]2[C:12](=[CH:13][CH:14]=[CH:15][CH:16]=2)[C:10](=[O:11])[NH:9]1)(=[O:8])=[O:7].[Na]. The catalyst class is: 6. Product: [S:6]1([C:17]2[C:12](=[CH:13][CH:14]=[CH:15][CH:16]=2)[C:10](=[O:11])[NH:9]1)(=[O:7])=[O:8]. (2) Reactant: [Cl:1][C:2]1[C:11]2[C:6](=[CH:7][CH:8]=[C:9]([S:12][C:13]([CH3:16])([CH3:15])[CH3:14])[CH:10]=2)[N:5]=[CH:4][CH:3]=1.[OH2:17].[OH:18]OS([O-])=O.[K+]. Product: [Cl:1][C:2]1[C:11]2[C:6](=[CH:7][CH:8]=[C:9]([S:12]([C:13]([CH3:16])([CH3:15])[CH3:14])(=[O:18])=[O:17])[CH:10]=2)[N:5]=[CH:4][CH:3]=1. The catalyst class is: 5.